The task is: Predict the reactants needed to synthesize the given product.. This data is from Full USPTO retrosynthesis dataset with 1.9M reactions from patents (1976-2016). (1) Given the product [ClH:10].[CH2:11]([N:13]1[C:17]([CH:18]2[CH2:23][CH2:22][N:21]([CH2:24][CH2:25][CH:26]([NH:33][S:7]([C:5]3[S:6][C:2]([Br:1])=[CH:3][CH:4]=3)(=[O:9])=[O:8])[C:27]3[CH:28]=[CH:29][CH:30]=[CH:31][CH:32]=3)[CH2:20][CH2:19]2)=[CH:16][C:15]([CH3:34])=[N:14]1)[CH3:12], predict the reactants needed to synthesize it. The reactants are: [Br:1][C:2]1[S:6][C:5]([S:7]([Cl:10])(=[O:9])=[O:8])=[CH:4][CH:3]=1.[CH2:11]([N:13]1[C:17]([CH:18]2[CH2:23][CH2:22][N:21]([CH2:24][CH2:25][CH:26]([NH2:33])[C:27]3[CH:32]=[CH:31][CH:30]=[CH:29][CH:28]=3)[CH2:20][CH2:19]2)=[CH:16][C:15]([CH3:34])=[N:14]1)[CH3:12].CCN(CC)CC. (2) Given the product [CH2:21]([O:18][C:17]([N:8]1[CH2:9][CH2:10][C:11]2[C:16](=[CH:15][CH:14]=[CH:13][CH:12]=2)[C@@H:7]1[C:1]1[CH:2]=[CH:3][CH:4]=[CH:5][CH:6]=1)=[O:20])[C:22]1[CH:27]=[CH:26][CH:25]=[CH:24][CH:23]=1, predict the reactants needed to synthesize it. The reactants are: [C:1]1([C@H:7]2[C:16]3[C:11](=[CH:12][CH:13]=[CH:14][CH:15]=3)[CH2:10][CH2:9][NH:8]2)[CH:6]=[CH:5][CH:4]=[CH:3][CH:2]=1.[C:17](=[O:20])(O)[OH:18].[CH2:21](Cl)[C:22]1[CH:27]=[CH:26][CH:25]=[CH:24][CH:23]=1.C1(C)C=CC=CC=1.C(=O)([O-])[O-].[K+].[K+]. (3) Given the product [Cl:1][C:2]1[CH:9]=[CH:8][CH:7]=[CH:6][C:3]=1[CH2:4][NH:5][C:25]([C:21]1[S:20][C:19]([NH:18][C:10](=[O:17])[C:11]2[CH:12]=[CH:13][CH:14]=[CH:15][CH:16]=2)=[N:23][C:22]=1[CH3:24])=[O:26], predict the reactants needed to synthesize it. The reactants are: [Cl:1][C:2]1[CH:9]=[CH:8][CH:7]=[CH:6][C:3]=1[CH2:4][NH2:5].[C:10]([NH:18][C:19]1[S:20][C:21]([C:25](Cl)=[O:26])=[C:22]([CH3:24])[N:23]=1)(=[O:17])[C:11]1[CH:16]=[CH:15][CH:14]=[CH:13][CH:12]=1. (4) Given the product [CH:1]1([C:7]2[CH:8]=[CH:9][C:10]([C:13]3[N:46]=[N:45][C:16]([C:17]4[CH:18]=[CH:19][C:20]([O:23][C:24]([F:26])([F:27])[F:25])=[CH:21][CH:22]=4)=[C:15]([C:29]4[CH:30]=[CH:31][C:32]([C:33]([NH:35][CH2:36][CH2:37][C:38]([OH:40])=[O:39])=[O:34])=[CH:41][CH:42]=4)[CH:14]=3)=[CH:11][CH:12]=2)[CH2:2][CH2:3][CH2:4][CH2:5][CH2:6]1, predict the reactants needed to synthesize it. The reactants are: [CH:1]1([C:7]2[CH:12]=[CH:11][C:10]([C:13](=O)/[CH:14]=[C:15](/[C:29]3[CH:42]=[CH:41][C:32]([C:33]([NH:35][CH2:36][CH2:37][C:38]([OH:40])=[O:39])=[O:34])=[CH:31][CH:30]=3)\[C:16](=O)[C:17]3[CH:22]=[CH:21][C:20]([O:23][C:24]([F:27])([F:26])[F:25])=[CH:19][CH:18]=3)=[CH:9][CH:8]=2)[CH2:6][CH2:5][CH2:4][CH2:3][CH2:2]1.O.[NH2:45][NH2:46].